Dataset: Catalyst prediction with 721,799 reactions and 888 catalyst types from USPTO. Task: Predict which catalyst facilitates the given reaction. (1) Product: [Cl:1][C:2]1[C:3]([O:12][C:13]2[CH:18]=[C:17]([O:19][CH2:20][CH2:21][O:22][CH3:23])[CH:16]=[CH:15][C:14]=2[CH2:24][CH2:25][CH2:26][NH:27][C:38]([NH:37][S:34]([C:28]2[CH:29]=[CH:30][CH:31]=[CH:32][CH:33]=2)(=[O:36])=[O:35])=[O:39])=[N:4][CH:5]=[C:6]([C:8]([F:9])([F:11])[F:10])[CH:7]=1. The catalyst class is: 10. Reactant: [Cl:1][C:2]1[C:3]([O:12][C:13]2[CH:18]=[C:17]([O:19][CH2:20][CH2:21][O:22][CH3:23])[CH:16]=[CH:15][C:14]=2[CH2:24][CH2:25][CH2:26][NH2:27])=[N:4][CH:5]=[C:6]([C:8]([F:11])([F:10])[F:9])[CH:7]=1.[C:28]1([S:34]([N:37]=[C:38]=[O:39])(=[O:36])=[O:35])[CH:33]=[CH:32][CH:31]=[CH:30][CH:29]=1. (2) Reactant: [CH2:1]([C:3]1[N:15]=[C:6]2[C:7]([C:11](=[O:14])[CH2:12][CH3:13])=[CH:8][CH:9]=[CH:10][N:5]2[N:4]=1)[CH3:2].[CH2:16](O)[CH2:17][OH:18].C(=O)([O-])O.[Na+]. Product: [CH2:1]([C:3]1[N:15]=[C:6]2[C:7]([C:11]3([CH2:12][CH3:13])[O:18][CH2:17][CH2:16][O:14]3)=[CH:8][CH:9]=[CH:10][N:5]2[N:4]=1)[CH3:2]. The catalyst class is: 48.